From a dataset of Full USPTO retrosynthesis dataset with 1.9M reactions from patents (1976-2016). Predict the reactants needed to synthesize the given product. (1) Given the product [CH2:8]([O:10][P:11]([CH2:2][C:3]1[O:7][N:6]=[CH:5][CH:4]=1)(=[O:15])[O:12][CH2:13][CH3:14])[CH3:9], predict the reactants needed to synthesize it. The reactants are: Br[CH2:2][C:3]1[O:7][N:6]=[CH:5][CH:4]=1.[CH2:8]([O:10][P:11]([O:15]CC)[O:12][CH2:13][CH3:14])[CH3:9]. (2) Given the product [Cl:19][C:20]1[CH:21]=[CH:22][C:23]([CH3:36])=[C:24]([N:26]2[CH2:27][CH2:28][N:29]([CH2:32][CH2:33][CH2:34][NH:35][C:12]([C:8]3[CH:7]=[CH:6][C:5]4[N:4]5[CH2:15][CH2:16][CH2:17][CH2:18][CH:3]5[C:2](=[O:1])[NH:11][C:10]=4[CH:9]=3)=[O:14])[CH2:30][CH2:31]2)[CH:25]=1, predict the reactants needed to synthesize it. The reactants are: [O:1]=[C:2]1[NH:11][C:10]2[CH:9]=[C:8]([C:12]([OH:14])=O)[CH:7]=[CH:6][C:5]=2[N:4]2[CH2:15][CH2:16][CH2:17][CH2:18][CH:3]12.[Cl:19][C:20]1[CH:21]=[CH:22][C:23]([CH3:36])=[C:24]([N:26]2[CH2:31][CH2:30][N:29]([CH2:32][CH2:33][CH2:34][NH2:35])[CH2:28][CH2:27]2)[CH:25]=1.CCN(C(C)C)C(C)C.C(Cl)CCl. (3) Given the product [CH2:1]([O:8][C:9]1[CH:14]=[CH:13][CH:12]=[CH:11][C:10]=1[CH:27]([OH:28])[C:24]1[CH:23]=[CH:22][C:21]([C:19]([O:18][CH3:17])=[O:20])=[CH:26][CH:25]=1)[C:2]1[CH:7]=[CH:6][CH:5]=[CH:4][CH:3]=1, predict the reactants needed to synthesize it. The reactants are: [CH2:1]([O:8][C:9]1[CH:14]=[CH:13][CH:12]=[CH:11][C:10]=1Br)[C:2]1[CH:7]=[CH:6][CH:5]=[CH:4][CH:3]=1.[Mg].[CH3:17][O:18][C:19]([C:21]1[CH:26]=[CH:25][C:24]([CH:27]=[O:28])=[CH:23][CH:22]=1)=[O:20].Cl. (4) Given the product [Cl:1][C:2]1[CH:3]=[C:4]([C:8]2[C:15]([C:16]([O:18][CH2:19][CH3:20])=[O:17])=[CH:21][N:24]([CH3:23])[C:10](=[O:11])[CH:9]=2)[CH:5]=[CH:6][CH:7]=1, predict the reactants needed to synthesize it. The reactants are: [Cl:1][C:2]1[CH:3]=[C:4]([C:8]([C:15](=[CH:21]O)[C:16]([O:18][CH2:19][CH3:20])=[O:17])=[CH:9][C:10](OCC)=[O:11])[CH:5]=[CH:6][CH:7]=1.[CH3:23][NH2:24].C1COCC1.C([O-])([O-])=O.[K+].[K+]. (5) Given the product [OH:32][C@H:3]([C@@H:2]([NH:1][C:42](=[O:43])[C@@H:41]([OH:40])[C:45]([CH3:48])([CH3:47])[CH3:46])[CH2:33][C:34]1[CH:35]=[CH:36][CH:37]=[CH:38][CH:39]=1)[CH2:4][C@@H:5]([NH:19][C:20]([C@@H:22]([NH:27][C:28](=[O:31])[O:29][CH3:30])[C:23]([CH3:26])([CH3:25])[CH3:24])=[O:21])[CH2:6][C:7]1[CH:12]=[CH:11][C:10]([C:13]2[CH:18]=[CH:17][CH:16]=[CH:15][N:14]=2)=[CH:9][CH:8]=1, predict the reactants needed to synthesize it. The reactants are: [NH2:1][C@@H:2]([CH2:33][C:34]1[CH:39]=[CH:38][CH:37]=[CH:36][CH:35]=1)[C@@H:3]([OH:32])[CH2:4][C@@H:5]([NH:19][C:20]([C@@H:22]([NH:27][C:28](=[O:31])[O:29][CH3:30])[C:23]([CH3:26])([CH3:25])[CH3:24])=[O:21])[CH2:6][C:7]1[CH:12]=[CH:11][C:10]([C:13]2[CH:18]=[CH:17][CH:16]=[CH:15][N:14]=2)=[CH:9][CH:8]=1.[OH:40][C@@H:41]([C:45]([CH3:48])([CH3:47])[CH3:46])[C:42](O)=[O:43].CCOP(ON1N=NC2C=CC=CC=2C1=O)(OCC)=O.C(N(CC)C(C)C)(C)C. (6) The reactants are: C1(P(C2C=CC=CC=2)C2C=CC=CC=2)C=CC=CC=1.O[C@H:21]1[CH2:26][CH2:25][CH2:24][C@H:23]([N:27]2C(=O)C3C(=CC=CC=3)C2=O)[CH2:22]1.C(OC1C(OC2CCCCO2)=CC=C2C=1C=NN2C1CCCCO1)CC.N(C(OC(C)C)=O)=NC(OC(C)C)=O.[CH2:78]([O:81][C:82]1[C:90]([OH:91])=[CH:89][CH:88]=[C:87]2[C:83]=1[CH:84]=[N:85][NH:86]2)[CH2:79][CH3:80].CN.C(O)C. Given the product [CH2:78]([O:81][C:82]1[C:90]([O:91][C@@H:21]2[CH2:26][CH2:25][CH2:24][C@H:23]([NH2:27])[CH2:22]2)=[CH:89][CH:88]=[C:87]2[C:83]=1[CH:84]=[N:85][NH:86]2)[CH2:79][CH3:80], predict the reactants needed to synthesize it. (7) Given the product [Cl:18][C:8]1[CH:9]=[C:10]([C:14]([F:17])([F:16])[F:15])[CH:11]=[C:12]([Cl:13])[C:7]=1[N:6]1[C:2]([NH:34][CH2:33][CH2:32][CH2:31][S:30][CH2:28][CH3:29])=[C:3]([S:21]([C:24]([F:27])([F:26])[F:25])(=[O:23])=[O:22])[C:4]([C:19]#[N:20])=[N:5]1, predict the reactants needed to synthesize it. The reactants are: Br[C:2]1[N:6]([C:7]2[C:12]([Cl:13])=[CH:11][C:10]([C:14]([F:17])([F:16])[F:15])=[CH:9][C:8]=2[Cl:18])[N:5]=[C:4]([C:19]#[N:20])[C:3]=1[S:21]([C:24]([F:27])([F:26])[F:25])(=[O:23])=[O:22].[CH2:28]([S:30][CH2:31][CH2:32][CH2:33][NH2:34])[CH3:29].C(=O)([O-])[O-].[K+].[K+].O. (8) Given the product [Br:1][C:2]1[C:7]2[CH2:8][CH:9]([CH2:22][CH3:23])[N:10]3[C:15]([C:6]=2[C:5]([O:24][CH2:25][CH3:26])=[CH:4][CH:3]=1)=[CH:14][C:13](=[O:16])[C:12]([C:17]([O:19][CH2:20][CH3:21])=[O:18])=[CH:11]3, predict the reactants needed to synthesize it. The reactants are: [Br:1][C:2]1[C:7]2[CH2:8][CH:9]([CH2:22][CH3:23])[N:10]3[CH:15]([C:6]=2[C:5]([O:24][CH2:25][CH3:26])=[CH:4][CH:3]=1)[CH2:14][C:13](=[O:16])[C:12]([C:17]([O:19][CH2:20][CH3:21])=[O:18])=[CH:11]3.C1(Cl)C(=O)C(Cl)=C(Cl)C(=O)C=1Cl.C(Cl)Cl. (9) Given the product [CH3:1][O:2][C:3](=[O:35])[C:4]1[CH:5]=[CH:6][C:7]([CH2:10][N:11]2[CH:15]=[C:14]([CH2:16][OH:17])[N:13]=[CH:12]2)=[CH:8][CH:9]=1, predict the reactants needed to synthesize it. The reactants are: [CH3:1][O:2][C:3](=[O:35])[C:4]1[CH:9]=[CH:8][C:7]([CH2:10][N:11]2[CH:15]=[C:14]([CH2:16][O:17][Si](C(C)(C)C)(C3C=CC=CC=3)C3C=CC=CC=3)[N:13]=[CH:12]2)=[CH:6][CH:5]=1.[F-].C([N+](CCCC)(CCCC)CCCC)CCC.O.